This data is from Catalyst prediction with 721,799 reactions and 888 catalyst types from USPTO. The task is: Predict which catalyst facilitates the given reaction. Reactant: [CH3:1][O:2][C:3]1[CH:8]=[C:7]([CH2:9]O)[CH:6]=[CH:5][N:4]=1.C1(P(C2C=CC=CC=2)C2C=CC=CC=2)C=CC=CC=1.C(Br)(Br)(Br)[Br:31]. Product: [Br:31][CH2:9][C:7]1[CH:6]=[CH:5][N:4]=[C:3]([O:2][CH3:1])[CH:8]=1. The catalyst class is: 2.